Dataset: Full USPTO retrosynthesis dataset with 1.9M reactions from patents (1976-2016). Task: Predict the reactants needed to synthesize the given product. (1) Given the product [N:22]1[CH:23]=[CH:24][C:19]([CH:17]=[CH:18][C:2]2[CH:7]=[CH:6][C:5]([C@H:8]3[N:16]4[C@@H:11]([CH2:12][CH2:13][CH2:14][CH2:15]4)[CH2:10][CH2:9]3)=[CH:4][CH:3]=2)=[CH:20][CH:21]=1, predict the reactants needed to synthesize it. The reactants are: Br[C:2]1[CH:7]=[CH:6][C:5]([C@H:8]2[N:16]3[C@@H:11]([CH2:12][CH2:13][CH2:14][CH2:15]3)[CH2:10][CH2:9]2)=[CH:4][CH:3]=1.[CH:17]([C:19]1[CH:24]=[CH:23][N:22]=[CH:21][CH:20]=1)=[CH2:18].C1(C)C=CC=CC=1P(C1C=CC=CC=1C)C1C=CC=CC=1C.C(N(CC)CC)C. (2) Given the product [F:19][C:16]1[CH:17]=[N:18][C:11]2[N:10]([CH:20]3[CH2:21][CH2:22][S:23][CH2:24][CH2:25]3)[C:9](=[O:26])[N:8]([C@@H:5]3[CH2:6][CH2:7][C@H:2]([NH:1][C:29](=[O:30])[CH:28]([OH:27])[C:32]4[CH:33]=[CH:34][C:35]([OH:38])=[CH:36][CH:37]=4)[CH2:3][CH2:4]3)[C:13](=[O:14])[C:12]=2[CH:15]=1, predict the reactants needed to synthesize it. The reactants are: [NH2:1][CH:2]1[CH2:7][CH2:6][CH:5]([N:8]2[C:13](=[O:14])[C:12]3[CH:15]=[C:16]([F:19])[CH:17]=[N:18][C:11]=3[N:10]([CH:20]3[CH2:25][CH2:24][S:23][CH2:22][CH2:21]3)[C:9]2=[O:26])[CH2:4][CH2:3]1.[OH:27][CH:28]([C:32]1[CH:37]=[CH:36][C:35]([OH:38])=[CH:34][CH:33]=1)[C:29](O)=[O:30].CCN(C(C)C)C(C)C.CN(C(ON1N=NC2C=CC=NC1=2)=[N+](C)C)C.F[P-](F)(F)(F)(F)F. (3) Given the product [CH:30]1[C:31]2[C:36](=[CH:35][CH:34]=[CH:33][CH:32]=2)[CH:37]=[CH:38][C:29]=1[CH:27]([NH:26][C:25]([CH:23]1[CH2:24][N:18]2[C:19]3[CH:20]([CH:12]([NH:11][C:10](=[O:41])[CH:8]([NH:7][CH3:6])[CH3:9])[CH2:13][CH2:14][C:15]=3[CH:16]=[CH:17]2)[C:21](=[O:40])[CH2:22]1)=[O:39])[CH3:28], predict the reactants needed to synthesize it. The reactants are: C(O[C:6](=O)[N:7](C)[CH:8]([C:10](=[O:41])[NH:11][CH:12]1[CH:20]2[C:21](=[O:40])[CH2:22][CH:23]([C:25](=[O:39])[NH:26][CH:27]([C:29]3[CH:38]=[CH:37][C:36]4[C:31](=[CH:32][CH:33]=[CH:34][CH:35]=4)[CH:30]=3)[CH3:28])[CH2:24][N:18]3[C:19]2=[C:15]([CH:16]=[CH:17]3)[CH2:14][CH2:13]1)[CH3:9])(C)(C)C.C(O)(C(F)(F)F)=O.CCCCCCC. (4) Given the product [Br:28][C:29]1[C:14]([N:11]2[CH2:10][CH2:9][N:8]([CH2:7][C:6]3[N:2]([CH3:1])[CH:3]=[N:4][CH:5]=3)[CH2:13][CH2:12]2)=[C:31]([N+:36]([O-:38])=[O:37])[C:32]([NH2:35])=[N:33][CH:34]=1, predict the reactants needed to synthesize it. The reactants are: [CH3:1][N:2]1[C:6]([CH2:7][N:8]2[CH2:13][CH2:12][N:11]([C:14](OC(C)(C)C)=O)[CH2:10][CH2:9]2)=[CH:5][N:4]=[CH:3]1.C(O)(C(F)(F)F)=O.[Br:28][C:29]1C(Cl)=[C:31]([N+:36]([O-:38])=[O:37])[C:32]([NH2:35])=[N:33][CH:34]=1. (5) Given the product [CH3:10][O:9][C:7](=[O:8])[C:6]1[CH:11]=[C:2]([O:23][C:17]2[CH:18]=[CH:19][C:20]([F:22])=[CH:21][C:16]=2[F:15])[CH:3]=[CH:4][C:5]=1[N+:12]([O-:14])=[O:13], predict the reactants needed to synthesize it. The reactants are: Cl[C:2]1[CH:3]=[CH:4][C:5]([N+:12]([O-:14])=[O:13])=[C:6]([CH:11]=1)[C:7]([O:9][CH3:10])=[O:8].[F:15][C:16]1[CH:21]=[C:20]([F:22])[CH:19]=[CH:18][C:17]=1[OH:23].C(=O)([O-])[O-].[K+].[K+].O. (6) Given the product [OH:11][CH2:10][C:9]1[CH:14]=[CH:15][C:6]([C:4]#[N:5])=[CH:7][C:8]=1[S:16]([CH3:19])(=[O:18])=[O:17], predict the reactants needed to synthesize it. The reactants are: [Cl-].[Ca+2].[Cl-].[C:4]([C:6]1[CH:15]=[CH:14][C:9]([C:10](OC)=[O:11])=[C:8]([S:16]([CH3:19])(=[O:18])=[O:17])[CH:7]=1)#[N:5].[BH4-].[Na+]. (7) Given the product [C:11]([C:15]1[CH:22]=[CH:21][C:18]([CH2:19][N:1]2[C:5]3[CH:6]=[CH:7][CH:8]=[CH:9][C:4]=3[N:3]([CH2:2][C:18]3[CH:21]=[CH:22][C:15]([C:11]([CH3:14])([CH3:13])[CH3:12])=[CH:16][CH:17]=3)[C:23]2=[O:26])=[CH:17][CH:16]=1)([CH3:14])([CH3:13])[CH3:12], predict the reactants needed to synthesize it. The reactants are: [NH:1]1[C:5]2[CH:6]=[CH:7][CH:8]=[CH:9][C:4]=2[NH:3][C:2]1=O.[C:11]([C:15]1[CH:22]=[CH:21][C:18]([CH2:19]Br)=[CH:17][CH:16]=1)([CH3:14])([CH3:13])[CH3:12].[C:23](=[O:26])([O-])[O-].[K+].[K+].[I-].[K+].Cl. (8) Given the product [N+:18]([C:16]1[CH:17]=[C:12]([C:11]2[O:22][C:2]3[C:7]([F:8])=[C:6]([F:9])[CH:5]=[CH:4][C:3]=3[N:10]=2)[C:13]([F:21])=[CH:14][CH:15]=1)([O-:20])=[O:19], predict the reactants needed to synthesize it. The reactants are: O[C:2]1[C:7]([F:8])=[C:6]([F:9])[CH:5]=[CH:4][C:3]=1[NH:10][C:11](=[O:22])[C:12]1[CH:17]=[C:16]([N+:18]([O-:20])=[O:19])[CH:15]=[CH:14][C:13]=1[F:21].O.C1(C)C=CC(S(O)(=O)=O)=CC=1.